The task is: Predict the reactants needed to synthesize the given product.. This data is from Full USPTO retrosynthesis dataset with 1.9M reactions from patents (1976-2016). Given the product [Cl:14][C:15]1[CH:23]=[C:22]([Cl:24])[CH:21]=[CH:20][C:16]=1[C:17]([N:4]([CH:2]([CH3:1])[CH3:3])[C:5]1[CH:9]=[CH:8][S:7][C:6]=1[C:10]([O:12][CH3:13])=[O:11])=[O:18], predict the reactants needed to synthesize it. The reactants are: [CH3:1][CH:2]([NH:4][C:5]1[CH:9]=[CH:8][S:7][C:6]=1[C:10]([O:12][CH3:13])=[O:11])[CH3:3].[Cl:14][C:15]1[CH:23]=[C:22]([Cl:24])[CH:21]=[CH:20][C:16]=1[C:17](Cl)=[O:18].